This data is from HIV replication inhibition screening data with 41,000+ compounds from the AIDS Antiviral Screen. The task is: Binary Classification. Given a drug SMILES string, predict its activity (active/inactive) in a high-throughput screening assay against a specified biological target. (1) The compound is C#CC(O)(C(=O)OC1CN2CCC1CC2)c1ccccc1. The result is 0 (inactive). (2) The compound is Cc1cc(O)nc2cc(NC(=O)C(CCCNC(=N)N)NC(=O)OCc3ccccc3)ccc12.O=C(O)O. The result is 0 (inactive). (3) The result is 0 (inactive). The molecule is CCN(CC)CCOc1ccccc1C=Cc1noc2ccccc12.Cl. (4) The compound is CSC1=C(C(=O)Nc2ccc(Cl)cc2)C(=N)NC1=O. The result is 0 (inactive).